Dataset: Catalyst prediction with 721,799 reactions and 888 catalyst types from USPTO. Task: Predict which catalyst facilitates the given reaction. (1) Reactant: C(C1C=CC(C(C)(CCCCC(=O)CCCCC(C2C=CC(CC(C)C)=CC=2)(C)C(O)=O)C(O)=O)=CC=1)C(C)C.C([O:43][C:44](=[O:74])[C:45]([CH3:73])([C:67]1[CH:72]=[CH:71][CH:70]=[CH:69][CH:68]=1)[CH2:46][CH2:47][CH2:48][C:49](=[O:66])[CH2:50][CH2:51][CH2:52][C:53]([CH3:65])([C:59]1[CH:64]=[CH:63][CH:62]=[CH:61][CH:60]=1)[C:54]([O:56]CC)=[O:55])C.[OH-].[K+]. Product: [CH3:65][C:53]([C:59]1[CH:60]=[CH:61][CH:62]=[CH:63][CH:64]=1)([CH2:52][CH2:51][CH2:50][C:49](=[O:66])[CH2:48][CH2:47][CH2:46][C:45]([CH3:73])([C:67]1[CH:68]=[CH:69][CH:70]=[CH:71][CH:72]=1)[C:44]([OH:74])=[O:43])[C:54]([OH:56])=[O:55]. The catalyst class is: 97. (2) Reactant: [NH2:1][C:2]1[N:7]=[C:6]([CH:8]=[O:9])[CH:5]=[CH:4][CH:3]=1.C1(C)C=CC(S([CH2:19][N+:20]#[C-:21])(=O)=O)=CC=1.C(=O)([O-])[O-].[K+].[K+]. Product: [O:9]1[C:8]([C:6]2[N:7]=[C:2]([NH2:1])[CH:3]=[CH:4][CH:5]=2)=[CH:21][N:20]=[CH:19]1. The catalyst class is: 5. (3) Product: [CH2:9]([O:11][C:12](=[O:13])[NH:1][CH:2]1[CH2:7][CH2:6][CH2:5][CH2:4][CH:3]1[OH:8])[CH3:10]. Reactant: [NH2:1][CH:2]1[CH2:7][CH2:6][CH2:5][CH2:4][CH:3]1[OH:8].[CH2:9]([O:11][C:12](Cl)=[O:13])[CH3:10].C([O-])([O-])=O.[K+].[K+]. The catalyst class is: 2.